The task is: Predict which catalyst facilitates the given reaction.. This data is from Catalyst prediction with 721,799 reactions and 888 catalyst types from USPTO. (1) Reactant: [N+:1]([C:4]1[CH:13]=[CH:12][CH:11]=[C:6]([C:7]([O:9][CH3:10])=[O:8])[C:5]=1[OH:14])([O-])=O. Product: [CH3:10][O:9][C:7](=[O:8])[C:6]1[CH:11]=[CH:12][CH:13]=[C:4]([NH2:1])[C:5]=1[OH:14]. The catalyst class is: 19. (2) Reactant: [CH3:1][O:2][CH2:3][CH2:4][NH:5][C:6]([C:8]1[CH:9]=[C:10]([CH:14]2[C:23]([CH3:25])([CH3:24])[CH2:22][C:21]3[C:16](=[CH:17][CH:18]=[C:19]([C:26]([O:28]C)=[O:27])[CH:20]=3)[NH:15]2)[CH:11]=[CH:12][CH:13]=1)=[O:7].[OH-].[Na+].Cl. Product: [CH3:1][O:2][CH2:3][CH2:4][NH:5][C:6]([C:8]1[CH:9]=[C:10]([CH:14]2[C:23]([CH3:25])([CH3:24])[CH2:22][C:21]3[C:16](=[CH:17][CH:18]=[C:19]([C:26]([OH:28])=[O:27])[CH:20]=3)[NH:15]2)[CH:11]=[CH:12][CH:13]=1)=[O:7]. The catalyst class is: 24. (3) Reactant: [Br:1][C:2]1[CH:11]=[C:10]2[C:5]([CH:6]=[CH:7][N:8]=[C:9]2[OH:12])=[CH:4][CH:3]=1.Br[CH2:14][C:15]1[CH:16]=[C:17]([CH:22]=[CH:23][CH:24]=1)[C:18]([O:20][CH3:21])=[O:19].C(=O)([O-])[O-].[Cs+].[Cs+]. The catalyst class is: 9. Product: [CH3:21][O:20][C:18](=[O:19])[C:17]1[CH:22]=[CH:23][CH:24]=[C:15]([CH2:14][N:8]2[CH:7]=[CH:6][C:5]3[C:10](=[CH:11][C:2]([Br:1])=[CH:3][CH:4]=3)[C:9]2=[O:12])[CH:16]=1. (4) Reactant: [CH3:1][C:2]([C:4]1[CH:5]=[CH:6][C:7]([OH:10])=[CH:8][CH:9]=1)=[O:3].N1C=CN=C1.[Si:16](Cl)([C:19]([CH3:22])([CH3:21])[CH3:20])([CH3:18])[CH3:17]. Product: [C:19]([Si:16]([CH3:18])([CH3:17])[O:10][C:7]1[CH:8]=[CH:9][C:4]([C:2](=[O:3])[CH3:1])=[CH:5][CH:6]=1)([CH3:22])([CH3:21])[CH3:20]. The catalyst class is: 3. (5) Product: [CH3:8][CH:7]([CH3:9])[CH2:6][CH:5]([C:10]1[CH:11]=[C:12]([C:37]2[CH:38]=[CH:39][C:40]([C:43]([F:46])([F:44])[F:45])=[CH:41][CH:42]=2)[CH:13]=[C:14]([CH:16]2[CH2:21][CH2:20][CH2:19][CH:18]([C:22]([F:23])([F:24])[F:25])[N:17]2[CH2:26][C:27]2[CH:32]=[CH:31][C:30]([C:33]([F:34])([F:35])[F:36])=[CH:29][CH:28]=2)[CH:15]=1)[C:4]([OH:47])=[O:3]. The catalyst class is: 14. Reactant: C([O:3][C:4](=[O:47])[CH:5]([C:10]1[CH:11]=[C:12]([C:37]2[CH:42]=[CH:41][C:40]([C:43]([F:46])([F:45])[F:44])=[CH:39][CH:38]=2)[CH:13]=[C:14]([CH:16]2[CH2:21][CH2:20][CH2:19][CH:18]([C:22]([F:25])([F:24])[F:23])[N:17]2[CH2:26][C:27]2[CH:32]=[CH:31][C:30]([C:33]([F:36])([F:35])[F:34])=[CH:29][CH:28]=2)[CH:15]=1)[CH2:6][CH:7]([CH3:9])[CH3:8])C.[OH-].[K+]. (6) Product: [C:8]([C:12]1[CH:21]=[CH:20][C:15]([CH2:16][NH:17][C:18]([NH:7][CH2:6][C:2]2[O:1][CH:5]=[CH:4][CH:3]=2)=[S:19])=[CH:14][CH:13]=1)([CH3:11])([CH3:9])[CH3:10]. The catalyst class is: 96. Reactant: [O:1]1[CH:5]=[CH:4][CH:3]=[C:2]1[CH2:6][NH2:7].[C:8]([C:12]1[CH:21]=[CH:20][C:15]([CH2:16][N:17]=[C:18]=[S:19])=[CH:14][CH:13]=1)([CH3:11])([CH3:10])[CH3:9]. (7) Reactant: Br[C:2]1[CH:7]=[C:6]([Cl:8])[CH:5]=[CH:4][C:3]=1[O:9][CH3:10].[Li]CCCC.CCCCCCC.[C:23]([N:30]1[CH2:35][CH2:34][C:33](=[O:36])[CH2:32][CH2:31]1)([O:25][C:26]([CH3:29])([CH3:28])[CH3:27])=[O:24].OS([O-])(=O)=O.[Na+].[O-]S([O-])(=O)=O.[Na+].[Na+]. Product: [Cl:8][C:6]1[CH:5]=[CH:4][C:3]([O:9][CH3:10])=[C:2]([C:33]2([OH:36])[CH2:32][CH2:31][N:30]([C:23]([O:25][C:26]([CH3:28])([CH3:27])[CH3:29])=[O:24])[CH2:35][CH2:34]2)[CH:7]=1. The catalyst class is: 1.